Binary Classification. Given a miRNA mature sequence and a target amino acid sequence, predict their likelihood of interaction. From a dataset of Experimentally validated miRNA-target interactions with 360,000+ pairs, plus equal number of negative samples. (1) Result: 0 (no interaction). The protein sequence of the target gene is MAGTICFIMWVLFITDTVWSRSVRQVYEVHDSDDWTIHDFECPMECFCPPSFPTALYCENRGLKEIPAIPSRIWYLYLQNNLIETIPEKPFENATQLRWINLNKNKITNYGIEKGALSQLKKLLFLFLEDNELEEVPSPLPRSLEQLQLARNKVSRIPQGTFSNLENLTLLDLQNNKLVDNAFQRDTFKGLKNLMQLNMAKNALRNMPPRLPANTMQLFLDNNSIEGIPENYFNVIPKVAFLRLNHNKLSDEGLPSRGFDVSSILDLQLSHNQLTKVPRISAHLQHLHLDHNKIKSVNVS.... The miRNA is hsa-miR-3065-5p with sequence UCAACAAAAUCACUGAUGCUGGA. (2) The miRNA is hsa-miR-1468-3p with sequence AGCAAAAUAAGCAAAUGGAAAA. The protein sequence of the target gene is MSLLMISENVKLAREYALLGNYDSAMVYYQGVLDQMNKYLYSVKDTYLQQKWQQVWQEINVEAKHVKDIMKTLESFKLDSTPLKAAQHDLPASEGEVWSMPVPVERRPSPGPRKRQSSQYSDPKSHGNRPSTTVRVHRSSAQNVHNDRGKAVRCREKKEQNKGREEKNKSPAAVTEPETNKFDSTGYDKDLVEALERDIISQNPNVRWDDIADLVEAKKLLKEAVVLPMWMPEFFKGIRRPWKGVLMVGPPGTGKTLLAKAVATECKTTFFNVSSSTLTSKYRGESEKLVRLLFEMARFY.... Result: 0 (no interaction). (3) The miRNA is hsa-miR-1199-5p with sequence CCUGAGCCCGGGCCGCGCAG. Result: 0 (no interaction). The protein sequence of the target gene is MRIFRPWRLRCPALHLPSLSVFSLRWKLPSLTTDETMCKSVTTDEWKKVFYEKMEEAKPADSWDLIIDPNLKHNVLSPGWKQYLELHASGRFHCSWCWHTWQSPYVVILFHMFLDRAQRAGSVRMRVFKQLCYECGTARLDESSMLEENIEGLVDNLITSLREQCYGERGGQYRIHVASRQDNRRHRGEFCEACQEGIVHWKPSEKLLEEEATTYTFSRAPSPTKSQDQTGSGWNFCSIPWCLFWATVLLLIIYLQFSFRSSV. (4) The miRNA is hsa-miR-373-3p with sequence GAAGUGCUUCGAUUUUGGGGUGU. The protein sequence of the target gene is MAARVLRARGAAWAGGLLQRAAPCSLLPRLRTWTSSSNRSREDSWLKSLFVRKVDPRKDAHSNLLAKKETSNLYKLQFHNVKPECLEAYNKICQEVLPKIHEDKHYPCTLVGTWNTWYGEQDQAVHLWRYEGGYPALTEVMNKLRENKEFLEFRKARSDMLLSRKNQLLLEFSFWNEPVPRSGPNIYELRSYQLRPGTMIEWGNYWARAIRFRQDGNEAVGGFFSQIGQLYMVHHLWAYRDLQTREDIRNAAWHKHGWEELVYYTVPLIQEMESRIMIPLKTSPLQ. Result: 1 (interaction). (5) The miRNA is hsa-miR-1298-3p with sequence CAUCUGGGCAACUGACUGAAC. The protein sequence of the target gene is MAPSPRPQHVLHWRDAHNFYLLSPLMGLLSRAWSRLRGPEVPEAWLAKTVTGADQIEAAALLTPTPVSGNLLPHGETEESGSPEQSQAAQRLCLVEAESSPPETWGLSNVDEYNAKPGQDDLREKEMERTAGKATLQPAGLQGADKRLGEVVAREEGVAEPAYPTSQLEGGPAENEEDGETVKTYQASAASIAPGYKPSTPVPFLGEAEHQATEEKGTENKADPSNSPSSGSHSRAWEYYSREKPKQEGEAKVEAHRAGQGHPCRNAEAEEGGPETTFVCTGNAFLKAWVYRPGEDTEEE.... Result: 0 (no interaction).